This data is from Peptide-MHC class II binding affinity with 134,281 pairs from IEDB. The task is: Regression. Given a peptide amino acid sequence and an MHC pseudo amino acid sequence, predict their binding affinity value. This is MHC class II binding data. (1) The peptide sequence is AAATAGTTVAGAFAA. The MHC is HLA-DQA10501-DQB10301 with pseudo-sequence HLA-DQA10501-DQB10301. The binding affinity (normalized) is 0.720. (2) The MHC is DRB1_1501 with pseudo-sequence DRB1_1501. The peptide sequence is LRNPGYALVAAVIGWML. The binding affinity (normalized) is 0.261.